Task: Predict the product of the given reaction.. Dataset: Forward reaction prediction with 1.9M reactions from USPTO patents (1976-2016) (1) Given the reactants O[C@@H]1CN([C:7]([O:9][C:10]([CH3:13])([CH3:12])[CH3:11])=[O:8])[C@H](C(OC)=O)C1.CC1SC(N)=NC=1.[F:25][C@H:26]1[CH2:30][NH:29][C@H:28]([C:31]([NH:33][C:34]2[CH:39]=[N:38][CH:37]=[CH:36][N:35]=2)=[O:32])[CH2:27]1, predict the reaction product. The product is: [F:25][C@H:26]1[CH2:30][N:29]([C:7]([O:9][C:10]([CH3:13])([CH3:12])[CH3:11])=[O:8])[C@H:28]([C:31](=[O:32])[NH:33][C:34]2[CH:39]=[N:38][CH:37]=[CH:36][N:35]=2)[CH2:27]1. (2) Given the reactants [Br-].[CH2:2]([O:4][C:5]([CH2:7][CH2:8][CH2:9][P+](C1C=CC=CC=1)(C1C=CC=CC=1)C1C=CC=CC=1)=[O:6])[CH3:3].C[Si]([N-][Si](C)(C)C)(C)C.[Na+].[N:39]1[C:48]2[C:43](=[CH:44][CH:45]=[CH:46][CH:47]=2)[C:42]([CH:49]=O)=[CH:41][CH:40]=1, predict the reaction product. The product is: [N:39]1[C:48]2[C:43](=[CH:44][CH:45]=[CH:46][CH:47]=2)[C:42]([CH2:49][CH2:9][CH2:8][CH2:7][C:5]([O:4][CH2:2][CH3:3])=[O:6])=[CH:41][CH:40]=1. (3) Given the reactants C([O:8][CH2:9][C:10]([N:12]1[C:20]2[C:15](=[CH:16][CH:17]=[C:18]([NH:21][C:22](=[O:36])[C:23]3[CH:28]=[CH:27][C:26](/[CH:29]=[CH:30]/[C:31]([F:34])([F:33])[F:32])=[CH:25][C:24]=3[CH3:35])[CH:19]=2)[CH2:14][CH2:13]1)=[O:11])C1C=CC=CC=1.B(Br)(Br)Br, predict the reaction product. The product is: [OH:8][CH2:9][C:10]([N:12]1[C:20]2[C:15](=[CH:16][CH:17]=[C:18]([NH:21][C:22](=[O:36])[C:23]3[CH:28]=[CH:27][C:26](/[CH:29]=[CH:30]/[C:31]([F:32])([F:33])[F:34])=[CH:25][C:24]=3[CH3:35])[CH:19]=2)[CH2:14][CH2:13]1)=[O:11]. (4) Given the reactants [NH2:1][CH2:2][C:3]1[CH:8]=[CH:7][C:6]([C:9]2[C:10]([C:15]([O:17][CH3:18])=[O:16])=[CH:11][CH:12]=[CH:13][CH:14]=2)=[CH:5][CH:4]=1.[OH:19][C:20]1([C:23](O)=[O:24])[CH2:22][CH2:21]1.O.ON1C2C=CC=CC=2N=N1.Cl.CN(C)CCCN=C=NCC, predict the reaction product. The product is: [OH:19][C:20]1([C:23]([NH:1][CH2:2][C:3]2[CH:8]=[CH:7][C:6]([C:9]3[C:10]([C:15]([O:17][CH3:18])=[O:16])=[CH:11][CH:12]=[CH:13][CH:14]=3)=[CH:5][CH:4]=2)=[O:24])[CH2:22][CH2:21]1. (5) Given the reactants [CH2:1]([O:3][C:4]1[CH:5]=[C:6]([N:14]([CH2:23][C:24]2S[CH:26]=[CH:27][N:28]=2)[C:15]2[CH:22]=[CH:21][C:18]([C:19]#[N:20])=[CH:17][CH:16]=2)[CH:7]=[CH:8][C:9]=1[O:10][CH:11]([CH3:13])[CH3:12])[CH3:2].Br[C:30]1[CH:35]=CC=CN=1, predict the reaction product. The product is: [CH2:1]([O:3][C:4]1[CH:5]=[C:6]([N:14]([CH2:23][C:24]2[CH:35]=[CH:30][CH:26]=[CH:27][N:28]=2)[C:15]2[CH:22]=[CH:21][C:18]([C:19]#[N:20])=[CH:17][CH:16]=2)[CH:7]=[CH:8][C:9]=1[O:10][CH:11]([CH3:13])[CH3:12])[CH3:2]. (6) Given the reactants [C:1]([CH:5]1[CH2:14][CH2:13][C:8]2(OCC[O:9]2)[CH:7]=[CH:6]1)([CH3:4])([CH3:3])[CH3:2].OS(O)(=O)=O, predict the reaction product. The product is: [C:1]([CH:5]1[CH2:14][CH2:13][C:8](=[O:9])[CH:7]=[CH:6]1)([CH3:4])([CH3:2])[CH3:3]. (7) The product is: [Cl:23][C:24]1[CH:29]=[C:28]([C:2]2[N:3]=[C:4]([C:12]3[CH:17]=[CH:16][C:15]([C:18]([F:19])([F:21])[F:20])=[C:14]([CH3:22])[CH:13]=3)[CH:5]=[C:6]([C:8]([F:11])([F:10])[F:9])[N:7]=2)[CH:27]=[CH:26][N:25]=1. Given the reactants Cl[C:2]1[N:7]=[C:6]([C:8]([F:11])([F:10])[F:9])[CH:5]=[C:4]([C:12]2[CH:17]=[CH:16][C:15]([C:18]([F:21])([F:20])[F:19])=[C:14]([CH3:22])[CH:13]=2)[N:3]=1.[Cl:23][C:24]1[CH:29]=[C:28](B(O)O)[CH:27]=[CH:26][N:25]=1, predict the reaction product.